This data is from Reaction yield outcomes from USPTO patents with 853,638 reactions. The task is: Predict the reaction yield, written as a fraction of the theoretical maximum amount of product (1.0 means a 100% yield; for example, 0.34 means a 34% yield). The reactants are [O:1]1[C:5]2[CH:6]=[CH:7][CH:8]=[CH:9][C:4]=2[CH:3]=[C:2]1[CH:10]1[CH2:15][CH2:14][C:13]([CH3:19])([C:16]([OH:18])=O)[CH2:12][CH2:11]1.Cl.CN(C)CCCN=C=NCC.[C:32]1([S:42]([NH2:45])(=[O:44])=[O:43])[C:33]([S:38]([NH2:41])(=[O:40])=[O:39])=[CH:34][CH:35]=[CH:36][CH:37]=1. The catalyst is CN(C)C1C=CN=CC=1.CN(C)C=O. The product is [O:1]1[C:5]2[CH:6]=[CH:7][CH:8]=[CH:9][C:4]=2[CH:3]=[C:2]1[CH:10]1[CH2:15][CH2:14][C:13]([CH3:19])([C:16]([NH:45][S:42]([C:32]2[CH:37]=[CH:36][CH:35]=[CH:34][C:33]=2[S:38](=[O:40])(=[O:39])[NH2:41])(=[O:44])=[O:43])=[O:18])[CH2:12][CH2:11]1. The yield is 0.460.